Dataset: Aqueous solubility values for 9,982 compounds from the AqSolDB database. Task: Regression/Classification. Given a drug SMILES string, predict its absorption, distribution, metabolism, or excretion properties. Task type varies by dataset: regression for continuous measurements (e.g., permeability, clearance, half-life) or binary classification for categorical outcomes (e.g., BBB penetration, CYP inhibition). For this dataset (solubility_aqsoldb), we predict Y. (1) The drug is Cc1ccc2oc(/C=C/c3nc4cc(C)ccc4o3)nc2c1. The Y is -6.00 log mol/L. (2) The drug is CCC1(CC)CCC(=O)NC1=O. The Y is -4.53 log mol/L. (3) The molecule is O=C(O)C1CCCCC1C(=O)O. The Y is -1.94 log mol/L.